This data is from Full USPTO retrosynthesis dataset with 1.9M reactions from patents (1976-2016). The task is: Predict the reactants needed to synthesize the given product. Given the product [Br:30][CH2:2][CH2:3][C@@H:4]1[C@@H:12]([O:13][C:14]2[CH:19]=[CH:18][CH:17]=[CH:16][CH:15]=2)[C@H:11]([CH3:20])[O:10][C:9](=[O:21])[C@@H:8]([NH:22][C:23](=[O:29])[O:24][C:25]([CH3:28])([CH3:27])[CH3:26])[CH2:7][CH2:6][CH2:5]1, predict the reactants needed to synthesize it. The reactants are: O[CH2:2][CH2:3][C@@H:4]1[C@@H:12]([O:13][C:14]2[CH:19]=[CH:18][CH:17]=[CH:16][CH:15]=2)[C@H:11]([CH3:20])[O:10][C:9](=[O:21])[C@@H:8]([NH:22][C:23](=[O:29])[O:24][C:25]([CH3:28])([CH3:27])[CH3:26])[CH2:7][CH2:6][CH2:5]1.[Br:30]C(Br)(Br)Br.C1(P(C2C=CC=CC=2)C2C=CC=CC=2)C=CC=CC=1.CC(C)=O.